This data is from Forward reaction prediction with 1.9M reactions from USPTO patents (1976-2016). The task is: Predict the product of the given reaction. (1) Given the reactants [C:1]1([CH:7]([CH3:9])[CH3:8])[CH:6]=[CH:5][CH:4]=[CH:3][CH:2]=1.[CH:10]1([C:16]2[CH:21]=[CH:20][CH:19]=[CH:18][CH:17]=2)CCC[CH2:12][CH2:11]1.CC(C)=[O:24], predict the reaction product. The product is: [C:1]1(=[O:24])[CH2:6][CH2:5][CH2:4][CH2:3][CH2:2]1.[CH:7]1([C:1]2[CH:6]=[CH:5][CH:4]=[CH:3][CH:2]=2)[CH2:9][CH2:21][CH2:20][CH2:19][CH2:18][CH2:17][CH2:16][CH2:10][CH2:11][CH2:12][CH2:8]1. (2) The product is: [CH3:12][N:8]1[C:9]2[C:5](=[CH:4][C:3]([OH:2])=[CH:11][CH:10]=2)[CH2:6][CH2:7]1. Given the reactants C[O:2][C:3]1[CH:4]=[C:5]2[C:9](=[CH:10][CH:11]=1)[N:8]([CH3:12])[CH2:7][CH2:6]2.B(Br)(Br)Br.CO.C([O-])(O)=O.[Na+], predict the reaction product. (3) Given the reactants Cl[C:2]1[N:3]=[C:4]([N:12]2[CH2:17][CH2:16][O:15][CH2:14][C@@H:13]2[CH3:18])[C:5]2[S:11][CH2:10][CH2:9][CH2:8][C:6]=2[N:7]=1.[CH:19]1([NH:22][C:23]([NH:25][C:26]2[CH:31]=[CH:30][C:29](B3OC(C)(C)C(C)(C)O3)=[CH:28][CH:27]=2)=[O:24])[CH2:21][CH2:20]1.C([O-])([O-])=O.[Na+].[Na+], predict the reaction product. The product is: [CH:19]1([NH:22][C:23]([NH:25][C:26]2[CH:31]=[CH:30][C:29]([C:2]3[N:3]=[C:4]([N:12]4[CH2:17][CH2:16][O:15][CH2:14][C@@H:13]4[CH3:18])[C:5]4[S:11][CH2:10][CH2:9][CH2:8][C:6]=4[N:7]=3)=[CH:28][CH:27]=2)=[O:24])[CH2:21][CH2:20]1. (4) Given the reactants [CH2:1]([O:3][C:4]([CH2:6][O:7][C:8]1[CH:13]=[CH:12][CH:11]=[CH:10][C:9]=1[C:14](=[O:47])[CH2:15][N:16]1[C:25](=[O:26])[C:24]2[N:23]([CH2:27][CH:28]=[C:29]([CH3:31])[CH3:30])[C:22]([N:32]3[CH2:37][CH2:36][CH2:35][CH:34]([NH:38]C(OC(C)(C)C)=O)[CH2:33]3)=[N:21][C:20]=2[N:19]([CH3:46])[C:17]1=[O:18])=[O:5])[CH3:2].FC(F)(F)C(O)=O, predict the reaction product. The product is: [CH2:1]([O:3][C:4]([CH2:6][O:7][C:8]1[CH:13]=[CH:12][CH:11]=[CH:10][C:9]=1[C:14](=[O:47])[CH2:15][N:16]1[C:25](=[O:26])[C:24]2[N:23]([CH2:27][CH:28]=[C:29]([CH3:30])[CH3:31])[C:22]([N:32]3[CH2:37][CH2:36][CH2:35][CH:34]([NH2:38])[CH2:33]3)=[N:21][C:20]=2[N:19]([CH3:46])[C:17]1=[O:18])=[O:5])[CH3:2]. (5) Given the reactants [OH:1][CH2:2][C@@:3]([NH:24]C(=O)OC(C)(C)C)([CH3:23])[CH2:4][CH2:5][C:6]1[CH:11]=[CH:10][C:9]([O:12][CH2:13][CH2:14][CH2:15][C:16]([F:22])([F:21])[C:17]([F:20])([F:19])[F:18])=[CH:8][CH:7]=1.[ClH:32], predict the reaction product. The product is: [ClH:32].[NH2:24][C@:3]([CH3:23])([CH2:4][CH2:5][C:6]1[CH:7]=[CH:8][C:9]([O:12][CH2:13][CH2:14][CH2:15][C:16]([F:21])([F:22])[C:17]([F:18])([F:19])[F:20])=[CH:10][CH:11]=1)[CH2:2][OH:1].